From a dataset of NCI-60 drug combinations with 297,098 pairs across 59 cell lines. Regression. Given two drug SMILES strings and cell line genomic features, predict the synergy score measuring deviation from expected non-interaction effect. (1) Drug 1: C1=C(C(=O)NC(=O)N1)F. Drug 2: CC=C1C(=O)NC(C(=O)OC2CC(=O)NC(C(=O)NC(CSSCCC=C2)C(=O)N1)C(C)C)C(C)C. Cell line: BT-549. Synergy scores: CSS=63.0, Synergy_ZIP=3.79, Synergy_Bliss=2.15, Synergy_Loewe=3.19, Synergy_HSA=5.82. (2) Drug 1: CC(C1=C(C=CC(=C1Cl)F)Cl)OC2=C(N=CC(=C2)C3=CN(N=C3)C4CCNCC4)N. Drug 2: C1=CN(C(=O)N=C1N)C2C(C(C(O2)CO)O)O.Cl. Cell line: NCI-H460. Synergy scores: CSS=34.0, Synergy_ZIP=-3.15, Synergy_Bliss=-3.37, Synergy_Loewe=-13.5, Synergy_HSA=-1.92. (3) Drug 1: C1=C(C(=O)NC(=O)N1)N(CCCl)CCCl. Drug 2: C1=CC=C(C(=C1)C(C2=CC=C(C=C2)Cl)C(Cl)Cl)Cl. Cell line: SK-MEL-2. Synergy scores: CSS=6.28, Synergy_ZIP=3.03, Synergy_Bliss=1.55, Synergy_Loewe=-6.36, Synergy_HSA=-1.63. (4) Drug 1: C1CC(=O)NC(=O)C1N2CC3=C(C2=O)C=CC=C3N. Drug 2: C1=NNC2=C1C(=O)NC=N2. Cell line: HT29. Synergy scores: CSS=8.51, Synergy_ZIP=4.22, Synergy_Bliss=6.99, Synergy_Loewe=5.30, Synergy_HSA=4.34. (5) Cell line: K-562. Drug 2: CN(CC1=CN=C2C(=N1)C(=NC(=N2)N)N)C3=CC=C(C=C3)C(=O)NC(CCC(=O)O)C(=O)O. Synergy scores: CSS=38.6, Synergy_ZIP=3.17, Synergy_Bliss=-0.915, Synergy_Loewe=-31.9, Synergy_HSA=-3.06. Drug 1: C1=CC=C(C(=C1)C(C2=CC=C(C=C2)Cl)C(Cl)Cl)Cl.